This data is from Full USPTO retrosynthesis dataset with 1.9M reactions from patents (1976-2016). The task is: Predict the reactants needed to synthesize the given product. (1) The reactants are: [C:1]([O:8][CH2:9][CH3:10])(=[O:7])[C:2]([O:4]CC)=O.[O:11]1[CH2:15][CH2:14][C:13](=[O:16])[CH2:12]1. Given the product [O:4]=[C:2]([CH:14]1[C:13](=[O:16])[CH2:12][O:11][CH2:15]1)[C:1]([O:8][CH2:9][CH3:10])=[O:7], predict the reactants needed to synthesize it. (2) Given the product [Cl:1][C:2]1[CH:3]=[C:4]([CH:9]=[C:10]([O:14][CH:15]([CH3:17])[CH3:16])[C:11]=1[O:12][CH3:13])[C:5]([OH:7])=[O:6], predict the reactants needed to synthesize it. The reactants are: [Cl:1][C:2]1[CH:3]=[C:4]([CH:9]=[C:10]([O:14][CH:15]([CH3:17])[CH3:16])[C:11]=1[O:12][CH3:13])[C:5]([O:7]C)=[O:6]. (3) Given the product [NH2:1][N:2]1[C:6]([C:7]([NH:9][CH2:10][C:11]2([OH:24])[CH2:16][CH2:15][NH:14][CH2:13][CH2:12]2)=[O:8])=[CH:5][N:4]=[C:3]1[C:25]1[CH:26]=[CH:27][C:28]([CH3:31])=[CH:29][CH:30]=1, predict the reactants needed to synthesize it. The reactants are: [NH2:1][N:2]1[C:6]([C:7]([NH:9][CH2:10][C:11]2([OH:24])[CH2:16][CH2:15][N:14](C(OC(C)(C)C)=O)[CH2:13][CH2:12]2)=[O:8])=[CH:5][N:4]=[C:3]1[C:25]1[CH:30]=[CH:29][C:28]([CH3:31])=[CH:27][CH:26]=1.C(O)=O.C(=O)(O)[O-].[Na+]. (4) Given the product [B:2]([OH:3])([OH:1])[C@@H:9]([NH:14][C:15]([C@@H:16]([NH:24][C:25]([C:27]1[CH:32]=[N:31][CH:30]=[CH:29][N:28]=1)=[O:26])[CH2:17][C:18]1[CH:19]=[CH:20][CH:21]=[CH:22][CH:23]=1)=[O:33])[CH2:10][CH:11]([CH3:13])[CH3:12], predict the reactants needed to synthesize it. The reactants are: [O:1]1CCNCC[O:3][B:2]1[C@@H:9]([NH:14][C:15](=[O:33])[C@@H:16]([NH:24][C:25]([C:27]1[CH:32]=[N:31][CH:30]=[CH:29][N:28]=1)=[O:26])[CH2:17][C:18]1[CH:23]=[CH:22][CH:21]=[CH:20][CH:19]=1)[CH2:10][CH:11]([CH3:13])[CH3:12].Cl. (5) Given the product [CH:2]1([C:8](=[NH:9])[NH:10][CH2:13][C:14]([O:16][C:17]([CH3:20])([CH3:19])[CH3:18])=[O:15])[CH2:7][CH2:6][CH2:5][CH2:4][CH2:3]1, predict the reactants needed to synthesize it. The reactants are: Cl.[CH:2]1([C:8](=[NH:10])[NH2:9])[CH2:7][CH2:6][CH2:5][CH2:4][CH2:3]1.Cl.N[CH2:13][C:14]([O:16][C:17]([CH3:20])([CH3:19])[CH3:18])=[O:15].C(N(CC)CC)C.